This data is from Full USPTO retrosynthesis dataset with 1.9M reactions from patents (1976-2016). The task is: Predict the reactants needed to synthesize the given product. (1) The reactants are: [CH3:1][O:2][C:3]1[C:8]([CH2:9][OH:10])=[CH:7][N:6]=[C:5](S(C)(=O)=O)[N:4]=1.[BH4-].[Na+]. Given the product [CH3:1][O:2][C:3]1[C:8]([CH2:9][OH:10])=[CH:7][N:6]=[CH:5][N:4]=1, predict the reactants needed to synthesize it. (2) Given the product [Cl:1][C:2]1[CH:7]=[CH:6][C:5]([CH:8]2[S:14][CH2:13][CH2:12][NH:11][C:10]3[N:16]([CH3:25])[N:17]=[C:18]([C:19]4[CH:24]=[CH:23][CH:22]=[CH:21][N:20]=4)[C:9]2=3)=[C:4]([CH3:26])[CH:3]=1, predict the reactants needed to synthesize it. The reactants are: [Cl:1][C:2]1[CH:7]=[CH:6][C:5]([CH:8]2[S:14][CH2:13][C:12](=O)[NH:11][C:10]3[N:16]([CH3:25])[N:17]=[C:18]([C:19]4[CH:24]=[CH:23][CH:22]=[CH:21][N:20]=4)[C:9]2=3)=[C:4]([CH3:26])[CH:3]=1.B.C1COCC1.Cl.[OH-].[Na+]. (3) Given the product [CH3:1][CH:2]1[CH2:27][CH2:26][N:5]2[C:6]3[CH:7]=[CH:8][C:9]([S:18]([N:21]4[CH2:22][CH2:23][CH2:24][CH2:25]4)(=[O:20])=[O:19])=[CH:10][C:11]=3[C:12](=[O:13])[C:4]2=[N:3]1, predict the reactants needed to synthesize it. The reactants are: [CH3:1][CH:2]1[CH2:27][CH2:26][N:5]2[C:6]3[CH:7]=[CH:8][C:9]([S:18]([N:21]4[CH2:25][CH2:24][CH2:23][CH2:22]4)(=[O:20])=[O:19])=[CH:10][C:11]=3[C:12]3(OCCC[O:13]3)[C:4]2=[N:3]1.CS(O)(=O)=O.C(Cl)Cl. (4) Given the product [CH3:9][O:10][C:11](=[O:36])[CH2:12][CH2:13][CH2:14][CH2:15][CH2:16][NH:17][C:18]1[C:19]2[C:26]([C:27]3[CH:32]=[CH:31][C:30]([O:33][CH3:34])=[CH:29][CH:28]=3)=[C:25]([C:39]3[CH:40]=[CH:41][CH:42]=[CH:43][C:38]=3[Cl:37])[O:24][C:20]=2[N:21]=[CH:22][N:23]=1, predict the reactants needed to synthesize it. The reactants are: P([O-])([O-])([O-])=O.[K+].[K+].[K+].[CH3:9][O:10][C:11](=[O:36])[CH2:12][CH2:13][CH2:14][CH2:15][CH2:16][NH:17][C:18]1[C:19]2[C:26]([C:27]3[CH:32]=[CH:31][C:30]([O:33][CH3:34])=[CH:29][CH:28]=3)=[C:25](Br)[O:24][C:20]=2[N:21]=[CH:22][N:23]=1.[Cl:37][C:38]1[CH:43]=[CH:42][CH:41]=[CH:40][C:39]=1B1OC(C)(C)C(C)(C)O1. (5) Given the product [Br:30][CH2:31]/[CH:32]=[CH:33]/[C:34]([NH:26][C:23]1[CH:24]=[C:25]2[C:20](=[CH:21][CH:22]=1)[N:19]=[CH:18][N:17]=[C:16]2[NH:15][C:11]1[CH:10]=[C:9]2[C:14](=[CH:13][CH:12]=1)[N:6]([CH2:5][C:4]1[CH:27]=[CH:28][CH:29]=[C:2]([F:1])[CH:3]=1)[N:7]=[CH:8]2)=[O:35], predict the reactants needed to synthesize it. The reactants are: [F:1][C:2]1[CH:3]=[C:4]([CH:27]=[CH:28][CH:29]=1)[CH2:5][N:6]1[C:14]2[C:9](=[CH:10][C:11]([NH:15][C:16]3[C:25]4[C:20](=[CH:21][CH:22]=[C:23]([NH2:26])[CH:24]=4)[N:19]=[CH:18][N:17]=3)=[CH:12][CH:13]=2)[CH:8]=[N:7]1.[Br:30][CH2:31]/[CH:32]=[CH:33]/[C:34](Cl)=[O:35].O. (6) The reactants are: [CH2:1]([O:3][C:4](=[O:22])[C:5]([O:8][C:9]1[CH:14]=[CH:13][C:12]([O:15][CH:16]([C:18]([OH:20])=O)[CH3:17])=[CH:11][C:10]=1[CH3:21])([CH3:7])[CH3:6])[CH3:2].[NH2:23][C:24]1[CH:29]=[CH:28][C:27]([C:30]2[CH:35]=[CH:34][CH:33]=[CH:32][CH:31]=2)=[CH:26][CH:25]=1. Given the product [CH2:1]([O:3][C:4](=[O:22])[C:5]([O:8][C:9]1[CH:14]=[CH:13][C:12]([O:15][CH:16]([C:18](=[O:20])[NH:23][C:24]2[CH:25]=[CH:26][C:27]([C:30]3[CH:35]=[CH:34][CH:33]=[CH:32][CH:31]=3)=[CH:28][CH:29]=2)[CH3:17])=[CH:11][C:10]=1[CH3:21])([CH3:6])[CH3:7])[CH3:2], predict the reactants needed to synthesize it.